This data is from Full USPTO retrosynthesis dataset with 1.9M reactions from patents (1976-2016). The task is: Predict the reactants needed to synthesize the given product. (1) Given the product [C:39]([O:43][C:44](=[O:77])[NH:45][C:46]1([CH2:74][CH2:75][CH2:76][OH:5])[CH2:53][CH2:52][CH2:51][CH:50]([O:54][C:55]2[CH:56]=[C:57]3[C:62](=[CH:63][C:64]=2[Cl:65])[C:61]([O:66][CH2:67][C:68]2[CH:73]=[CH:72][CH:71]=[CH:70][CH:69]=2)=[N:60][CH:59]=[CH:58]3)[CH2:49][CH2:48][CH2:47]1)([CH3:42])([CH3:41])[CH3:40], predict the reactants needed to synthesize it. The reactants are: C([O:5]C(=O)NC1(CCCO)CCC(OC2C=C3C(=CC=2Cl)C(OCC2C=CC=CC=2)=NC=C3)CC1)(C)(C)C.[C:39]([O:43][C:44](=[O:77])[NH:45][C:46]1([CH2:74][CH:75]=[CH2:76])[CH2:53][CH2:52][CH2:51][CH:50]([O:54][C:55]2[CH:56]=[C:57]3[C:62](=[CH:63][C:64]=2[Cl:65])[C:61]([O:66][CH2:67][C:68]2[CH:73]=[CH:72][CH:71]=[CH:70][CH:69]=2)=[N:60][CH:59]=[CH:58]3)[CH2:49][CH2:48][CH2:47]1)([CH3:42])([CH3:41])[CH3:40].B1C2CCCC1CCC2. (2) Given the product [CH3:14][O:13][C:4]1[C:5]2[O:9][CH:8]([CH3:10])[CH2:7][C:6]=2[C:11]([CH3:12])=[C:2]([N:26]2[CH2:27][CH2:28][N:23]([C:20]3[CH:21]=[CH:22][C:17]([CH3:16])=[CH:18][CH:19]=3)[CH2:24][CH2:25]2)[C:3]=1[CH3:15], predict the reactants needed to synthesize it. The reactants are: Br[C:2]1[C:3]([CH3:15])=[C:4]([O:13][CH3:14])[C:5]2[O:9][CH:8]([CH3:10])[CH2:7][C:6]=2[C:11]=1[CH3:12].[CH3:16][C:17]1[CH:22]=[CH:21][C:20]([N:23]2[CH2:28][CH2:27][NH:26][CH2:25][CH2:24]2)=[CH:19][CH:18]=1. (3) Given the product [CH2:1]([O:8][C:9]1[CH:14]=[CH:13][C:12]([C@H:15]2[N:16]([C:26]3[CH:31]=[CH:30][C:29]([F:32])=[CH:28][CH:27]=3)[C:17](=[O:25])[C@@H:18]2[CH2:19][CH2:20][C:21]([C:47]2[CH:48]=[CH:49][C:44]([F:43])=[CH:45][CH:46]=2)=[O:23])=[CH:11][CH:10]=1)[C:2]1[CH:7]=[CH:6][CH:5]=[CH:4][CH:3]=1, predict the reactants needed to synthesize it. The reactants are: [CH2:1]([O:8][C:9]1[CH:14]=[CH:13][C:12]([C@@H:15]2[C@@H:18]([CH2:19][CH2:20][C:21]([O:23]C)=O)[C:17](=[O:25])[N:16]2[C:26]2[CH:31]=[CH:30][C:29]([F:32])=[CH:28][CH:27]=2)=[CH:11][CH:10]=1)[C:2]1[CH:7]=[CH:6][CH:5]=[CH:4][CH:3]=1.Cl.CNOC.C([Mg]Cl)(C)C.[F:43][C:44]1[CH:49]=[CH:48][C:47]([Mg]Br)=[CH:46][CH:45]=1.[NH4+].[Cl-]. (4) Given the product [CH3:1][O:2][C:3]1[C:12]([CH3:13])=[C:11]2[C:6]([C:7]([O:19][CH:20]3[CH2:37][CH:36]4[CH:22]([C:23](=[O:43])[N:24]([CH3:42])[CH2:25][CH2:26][CH2:27][CH2:28][CH:29]=[CH:30][CH:31]5[C:33]([C:39]([NH:62][S:59]([CH:56]6[CH2:58][CH2:57]6)(=[O:61])=[O:60])=[O:40])([NH:34][C:35]4=[O:38])[CH2:32]5)[CH2:21]3)=[CH:8][C:9]([C:14]3[S:15][CH:16]=[CH:17][N:18]=3)=[N:10]2)=[CH:5][CH:4]=1, predict the reactants needed to synthesize it. The reactants are: [CH3:1][O:2][C:3]1[C:12]([CH3:13])=[C:11]2[C:6]([C:7]([O:19][CH:20]3[CH2:37][CH:36]4[CH:22]([C:23](=[O:43])[N:24]([CH3:42])[CH2:25][CH2:26][CH2:27][CH2:28][CH:29]=[CH:30][CH:31]5[C:33]([C:39](O)=[O:40])([NH:34][C:35]4=[O:38])[CH2:32]5)[CH2:21]3)=[CH:8][C:9]([C:14]3[S:15][CH:16]=[CH:17][N:18]=3)=[N:10]2)=[CH:5][CH:4]=1.C1N=CN(C(N2C=NC=C2)=O)C=1.[CH:56]1([S:59]([NH2:62])(=[O:61])=[O:60])[CH2:58][CH2:57]1.C1CCN2C(=NCCC2)CC1. (5) Given the product [C:16]([O:15][C:13]([N:10]1[CH2:9][CH2:8][N:7]([C:4]2[CH:3]=[C:2]([NH2:1])[N:6]([C:21]3[CH:26]=[CH:25][C:24]([CH3:27])=[CH:23][N:22]=3)[N:5]=2)[CH2:12][CH2:11]1)=[O:14])([CH3:19])([CH3:18])[CH3:17], predict the reactants needed to synthesize it. The reactants are: [NH2:1][C:2]1[NH:6][N:5]=[C:4]([N:7]2[CH2:12][CH2:11][N:10]([C:13]([O:15][C:16]([CH3:19])([CH3:18])[CH3:17])=[O:14])[CH2:9][CH2:8]2)[CH:3]=1.Br[C:21]1[CH:26]=[CH:25][C:24]([CH3:27])=[CH:23][N:22]=1.C([O-])([O-])=O.[Cs+].[Cs+].CN[C@H]1CCCC[C@@H]1NC. (6) Given the product [Cl:24][C:19]1[CH:20]=[CH:21][CH:22]=[CH:23][C:18]=1[CH2:17][N:10]1[C:11]2[C:16](=[CH:15][CH:14]=[CH:13][CH:12]=2)[C:8]([C:5]2[CH:6]=[CH:7][C:2]([N:1]([S:46]([CH3:45])(=[O:48])=[O:47])[S:46]([CH3:45])(=[O:48])=[O:47])=[CH:3][CH:4]=2)([C:26]2[CH:27]=[C:28]([CH3:35])[C:29]([O:33][CH3:34])=[C:30]([CH3:32])[CH:31]=2)[C:9]1=[O:25], predict the reactants needed to synthesize it. The reactants are: [NH2:1][C:2]1[CH:7]=[CH:6][C:5]([C:8]2([C:26]3[CH:31]=[C:30]([CH3:32])[C:29]([O:33][CH3:34])=[C:28]([CH3:35])[CH:27]=3)[C:16]3[C:11](=[CH:12][CH:13]=[CH:14][CH:15]=3)[N:10]([CH2:17][C:18]3[CH:23]=[CH:22][CH:21]=[CH:20][C:19]=3[Cl:24])[C:9]2=[O:25])=[CH:4][CH:3]=1.C(N(CC)C(C)C)(C)C.[CH3:45][S:46](Cl)(=[O:48])=[O:47].